This data is from hERG potassium channel inhibition data for cardiac toxicity prediction from Karim et al.. The task is: Regression/Classification. Given a drug SMILES string, predict its toxicity properties. Task type varies by dataset: regression for continuous values (e.g., LD50, hERG inhibition percentage) or binary classification for toxic/non-toxic outcomes (e.g., AMES mutagenicity, cardiotoxicity, hepatotoxicity). Dataset: herg_karim. (1) The drug is Cc1nc2ccccc2n1C1CC2CCC(C1)N2CCC1(c2ccccc2)CCN(C(=O)c2cccc(-c3nc(=S)o[nH]3)c2)CC1. The result is 0 (non-blocker). (2) The compound is COc1ccccc1Oc1ccccc1CN1CCC2(CC1)CCN(C(=O)c1ccnc(N)c1)CC2. The result is 0 (non-blocker). (3) The molecule is CN1CC(C)(NC(=O)Nc2cccc(-c3nnnn3C)c2)C(CN2CCC[C@@H](Cc3ccc(F)cc3)C2)OC1=O.Cl. The result is 0 (non-blocker).